From a dataset of Catalyst prediction with 721,799 reactions and 888 catalyst types from USPTO. Predict which catalyst facilitates the given reaction. (1) Reactant: [Br:1][CH2:2][CH2:3][CH2:4][N:5]1[C:13]([O:14]C)=[N:12][C:11]2[C:6]1=[N:7][C:8]([O:17][CH2:18][CH2:19][CH2:20][CH3:21])=[N:9][C:10]=2[NH2:16].Cl.O1CCOCC1.N. Product: [NH2:16][C:10]1[N:9]=[C:8]([O:17][CH2:18][CH2:19][CH2:20][CH3:21])[N:7]=[C:6]2[C:11]=1[NH:12][C:13](=[O:14])[N:5]2[CH2:4][CH2:3][CH2:2][Br:1]. The catalyst class is: 5. (2) Product: [NH2:29][C@H:4]1[CH2:3][C@@H:2]([CH3:1])[CH2:7][N:6]([C:8]2[CH:13]=[CH:12][N:11]=[CH:10][C:9]=2[NH:14][C:15]([C:17]2[N:22]=[C:21]3[CH:23]=[C:24]([CH2:26][CH2:27][CH3:28])[S:25][C:20]3=[CH:19][CH:18]=2)=[O:16])[CH2:5]1. The catalyst class is: 2. Reactant: [CH3:1][C@H:2]1[CH2:7][N:6]([C:8]2[CH:13]=[CH:12][N:11]=[CH:10][C:9]=2[NH:14][C:15]([C:17]2[N:22]=[C:21]3[CH:23]=[C:24]([CH2:26][CH2:27][CH3:28])[S:25][C:20]3=[CH:19][CH:18]=2)=[O:16])[CH2:5][C@@H:4]([NH:29]C(=O)OC(C)(C)C)[CH2:3]1.C(O)(C(F)(F)F)=O.N. (3) Reactant: [F:1][C:2]1[CH:7]=[CH:6][C:5]([CH2:8][C:9]2[NH:17][C:16]3[C:11](=[N:12][CH:13]=[CH:14][C:15]=3[C:18]([O:20]C)=[O:19])[CH:10]=2)=[CH:4][CH:3]=1. Product: [F:1][C:2]1[CH:3]=[CH:4][C:5]([CH2:8][C:9]2[NH:17][C:16]3[C:11](=[N:12][CH:13]=[CH:14][C:15]=3[C:18]([OH:20])=[O:19])[CH:10]=2)=[CH:6][CH:7]=1. The catalyst class is: 47. (4) Reactant: O[CH2:2][CH2:3][CH2:4][C:5]1[N:6]=[C:7]([C:26]2[CH:31]=[CH:30][C:29]([C:32]([F:35])([F:34])[F:33])=[CH:28][CH:27]=2)[S:8][C:9]=1[CH2:10][O:11][C:12]1[CH:17]=[CH:16][C:15]([C:18]2[NH:22][C:21](=[O:23])[O:20][N:19]=2)=[C:14]([O:24][CH3:25])[CH:13]=1.[CH2:36]([N:38](CC)[CH2:39][CH3:40])[CH3:37].C[S:44](Cl)(=O)=O. Product: [CH3:25][O:24][C:14]1[CH:13]=[C:12]([O:11][CH2:10][C:9]2[S:8][C:7]([C:26]3[CH:31]=[CH:30][C:29]([C:32]([F:35])([F:34])[F:33])=[CH:28][CH:27]=3)=[N:6][C:5]=2[CH2:4][CH2:3][CH2:2][N:38]2[CH2:39][CH2:40][S:44][CH2:37][CH2:36]2)[CH:17]=[CH:16][C:15]=1[C:18]1[NH:22][C:21](=[O:23])[O:20][N:19]=1. The catalyst class is: 9. (5) Reactant: C(OC([N:8]1[CH2:13][CH2:12][N:11]([CH2:14][CH2:15][NH:16][C:17]2[N:22]=[C:21]3[NH:23][N:24]=[C:25]([C:26]4[CH:31]=[CH:30][N:29]=[C:28]([NH:32][CH2:33][C:34]5[CH:39]=[CH:38][CH:37]=[C:36]([Cl:40])[CH:35]=5)[N:27]=4)[C:20]3=[CH:19][N:18]=2)[CH2:10][CH2:9]1)=O)(C)(C)C.Cl. Product: [Cl:40][C:36]1[CH:35]=[C:34]([CH:39]=[CH:38][CH:37]=1)[CH2:33][NH:32][C:28]1[N:27]=[C:26]([C:25]2[C:20]3[C:21](=[N:22][C:17]([NH:16][CH2:15][CH2:14][N:11]4[CH2:12][CH2:13][NH:8][CH2:9][CH2:10]4)=[N:18][CH:19]=3)[NH:23][N:24]=2)[CH:31]=[CH:30][N:29]=1. The catalyst class is: 14. (6) Reactant: C(OC(=O)[NH:7][C@@H:8]1[CH2:13][CH2:12][CH2:11][N:10]([C:14]2[C:19]([O:20][CH3:21])=[CH:18][N:17]=[C:16]3[NH:22][CH:23]=[C:24]([NH:25][C:26]([C:28]4[CH:29]=[N:30][N:31]([CH2:33][C:34]5[CH:39]=[CH:38][CH:37]=[CH:36][CH:35]=5)[CH:32]=4)=[O:27])[C:15]=23)[CH2:9]1)(C)(C)C.Cl. Product: [NH2:7][C@@H:8]1[CH2:13][CH2:12][CH2:11][N:10]([C:14]2[C:19]([O:20][CH3:21])=[CH:18][N:17]=[C:16]3[NH:22][CH:23]=[C:24]([NH:25][C:26]([C:28]4[CH:29]=[N:30][N:31]([CH2:33][C:34]5[CH:39]=[CH:38][CH:37]=[CH:36][CH:35]=5)[CH:32]=4)=[O:27])[C:15]=23)[CH2:9]1. The catalyst class is: 5.